Predict the reactants needed to synthesize the given product. From a dataset of Full USPTO retrosynthesis dataset with 1.9M reactions from patents (1976-2016). (1) Given the product [C:30]([N:1]1[CH2:5][CH2:4][C@@H:3]([NH:6][C:7]([C:9]2[C:13]3[N:14]=[CH:15][N:16]=[C:17]([C:18]4[C:26]5[O:25][CH2:24][O:23][C:22]=5[CH:21]=[CH:20][C:19]=4[O:27][CH2:28][CH3:29])[C:12]=3[NH:11][CH:10]=2)=[O:8])[CH2:2]1)(=[O:33])[CH2:31][CH3:32], predict the reactants needed to synthesize it. The reactants are: [NH:1]1[CH2:5][CH2:4][C@@H:3]([NH:6][C:7]([C:9]2[C:13]3[N:14]=[CH:15][N:16]=[C:17]([C:18]4[C:26]5[O:25][CH2:24][O:23][C:22]=5[CH:21]=[CH:20][C:19]=4[O:27][CH2:28][CH3:29])[C:12]=3[NH:11][CH:10]=2)=[O:8])[CH2:2]1.[C:30](Cl)(=[O:33])[CH2:31][CH3:32]. (2) Given the product [ClH:29].[NH2:7][CH:8]1[CH2:14][S:13][CH2:12][CH2:11][N:10]([CH2:15][C:16]2[CH:21]=[CH:20][C:19]([O:22][CH2:23][CH2:24][CH2:25][CH3:26])=[CH:18][CH:17]=2)[C:9]1=[O:27], predict the reactants needed to synthesize it. The reactants are: C(OC(=O)[NH:7][CH:8]1[CH2:14][S:13][CH2:12][CH2:11][N:10]([CH2:15][C:16]2[CH:21]=[CH:20][C:19]([O:22][CH2:23][CH2:24][CH2:25][CH3:26])=[CH:18][CH:17]=2)[C:9]1=[O:27])(C)(C)C.[ClH:29]. (3) Given the product [NH:33]1[C:29]2=[N:30][CH:31]=[CH:32][C:27]([C:2]#[C:1][C:3]3[N:7]4[CH:8]=[C:9]([C:12]5[CH:13]=[CH:14][C:15]([C:18]([N:20]6[CH2:21][CH2:22][O:23][CH2:24][CH2:25]6)=[O:19])=[CH:16][CH:17]=5)[CH:10]=[CH:11][C:6]4=[N:5][CH:4]=3)=[C:28]2[CH:35]=[CH:34]1, predict the reactants needed to synthesize it. The reactants are: [C:1]([C:3]1[N:7]2[CH:8]=[C:9]([C:12]3[CH:17]=[CH:16][C:15]([C:18]([N:20]4[CH2:25][CH2:24][O:23][CH2:22][CH2:21]4)=[O:19])=[CH:14][CH:13]=3)[CH:10]=[CH:11][C:6]2=[N:5][CH:4]=1)#[CH:2].I[C:27]1[CH:32]=[CH:31][N:30]=[C:29]2[NH:33][CH:34]=[CH:35][C:28]=12. (4) Given the product [Cl:18][C:17]1[CH:16]=[CH:15][C:14]([NH:19][C:29]([NH:28][C:23]2[CH:24]=[CH:25][CH:26]=[CH:27][C:22]=2[Cl:21])=[O:30])=[C:13]([OH:20])[C:12]=1[S:9]([NH:8][CH:5]([CH3:7])[CH3:6])(=[O:11])=[O:10], predict the reactants needed to synthesize it. The reactants are: NC(N)=O.[CH:5]([NH:8][S:9]([C:12]1[C:17]([Cl:18])=[CH:16][CH:15]=[C:14]([NH2:19])[C:13]=1[OH:20])(=[O:11])=[O:10])([CH3:7])[CH3:6].[Cl:21][C:22]1[CH:27]=[CH:26][CH:25]=[CH:24][C:23]=1[N:28]=[C:29]=[O:30]. (5) Given the product [Cl:1][C:2]1[CH:3]=[CH:4][C:5]([S:8]([CH:11]([CH:21]2[CH2:22][CH2:23][O:18][CH2:19][CH2:20]2)[C:12]2[CH:13]=[CH:14][N:15]=[CH:16][CH:17]=2)(=[O:9])=[O:10])=[CH:6][CH:7]=1, predict the reactants needed to synthesize it. The reactants are: [Cl:1][C:2]1[CH:7]=[CH:6][C:5]([S:8]([CH2:11][C:12]2[CH:17]=[CH:16][N:15]=[CH:14][CH:13]=2)(=[O:10])=[O:9])=[CH:4][CH:3]=1.[O:18]1[CH2:23][CH2:22][CH:21](O)[CH2:20][CH2:19]1.C(C=P(CCCC)(CCCC)CCCC)#N.